From a dataset of Reaction yield outcomes from USPTO patents with 853,638 reactions. Predict the reaction yield, written as a fraction of the theoretical maximum amount of product (1.0 means a 100% yield; for example, 0.34 means a 34% yield). (1) The reactants are C([O:8][C:9]([N:11]1[CH2:16][CH2:15][CH:14]([C:17]2[CH:21]=[C:20]([C:22]3[CH:27]=[CH:26][C:25]([O:28][CH3:29])=[CH:24][CH:23]=3)[N:19]([C:30]3[CH:35]=[CH:34][C:33]([O:36]CC4C=CC=CC=4)=[CH:32][CH:31]=3)[N:18]=2)[CH2:13][CH2:12]1)=O)C1C=CC=CC=1.ClC(Cl)(OC(=O)OC(Cl)(Cl)Cl)Cl.C(N(CC)CC)C.Cl.[CH3:64][NH:65][OH:66].C(=O)([O-])[O-].[K+].[K+]. The catalyst is CO.O1CCCC1. The product is [OH:36][C:33]1[CH:34]=[CH:35][C:30]([N:19]2[C:20]([C:22]3[CH:27]=[CH:26][C:25]([O:28][CH3:29])=[CH:24][CH:23]=3)=[CH:21][C:17]([CH:14]3[CH2:15][CH2:16][N:11]([C:9](=[O:8])[N:65]([OH:66])[CH3:64])[CH2:12][CH2:13]3)=[N:18]2)=[CH:31][CH:32]=1. The yield is 0.0700. (2) The reactants are [F:1][C:2]([F:21])([F:20])[C:3]1[CH:8]=[CH:7][CH:6]=[CH:5][C:4]=1[C:9]1[O:10][C:11](=[O:19])[C:12]2[CH:18]=[CH:17][CH:16]=[N:15][C:13]=2[N:14]=1.[OH-].[NH4+:23]. No catalyst specified. The product is [F:1][C:2]([F:21])([F:20])[C:3]1[CH:8]=[CH:7][CH:6]=[CH:5][C:4]=1[C:9]([NH:14][C:13]1[N:15]=[CH:16][CH:17]=[CH:18][C:12]=1[C:11]([NH2:23])=[O:19])=[O:10]. The yield is 0.330.